Dataset: Forward reaction prediction with 1.9M reactions from USPTO patents (1976-2016). Task: Predict the product of the given reaction. Given the reactants [CH3:1][O:2][C:3]([N:5]1[CH2:10][CH2:9][CH:8](C(O)=O)[CH2:7][CH:6]1[CH2:14][C:15]1[CH:20]=[CH:19][CH:18]=[CH:17][C:16]=1[C:21]([F:24])([F:23])[F:22])=[O:4].N1(C(N2C=CN=C2)=O)C=CN=C1.[CH2:37]([O:39][C:40](=[O:45])[CH2:41][C:42]([O-:44])=[O:43])[CH3:38].[K+].[Cl-].[Mg+2].[Cl-].Cl, predict the reaction product. The product is: [CH2:37]([O:39][C:40](=[O:45])[CH2:41][C:42]([C@@H:8]1[CH2:9][CH2:10][N:5]([C:3]([O:2][CH3:1])=[O:4])[C@@H:6]([CH2:14][C:15]2[CH:20]=[CH:19][CH:18]=[CH:17][C:16]=2[C:21]([F:24])([F:23])[F:22])[CH2:7]1)=[O:43])[CH3:38].[CH2:37]([O:39][C:40](=[O:45])[CH2:41][C:42]([C@H:8]1[CH2:9][CH2:10][N:5]([C:3]([O:2][CH3:1])=[O:4])[C@@H:6]([CH2:14][C:15]2[CH:20]=[CH:19][CH:18]=[CH:17][C:16]=2[C:21]([F:24])([F:23])[F:22])[CH2:7]1)=[O:44])[CH3:38].